From a dataset of NCI-60 drug combinations with 297,098 pairs across 59 cell lines. Regression. Given two drug SMILES strings and cell line genomic features, predict the synergy score measuring deviation from expected non-interaction effect. Drug 1: CC(C)NC(=O)C1=CC=C(C=C1)CNNC.Cl. Drug 2: C1C(C(OC1N2C=NC3=C2NC=NCC3O)CO)O. Cell line: PC-3. Synergy scores: CSS=-0.794, Synergy_ZIP=0.591, Synergy_Bliss=-0.0608, Synergy_Loewe=-1.35, Synergy_HSA=-1.55.